Task: Predict the product of the given reaction.. Dataset: Forward reaction prediction with 1.9M reactions from USPTO patents (1976-2016) Given the reactants [OH-].[K+].[C:3]([CH2:5][C:6]([NH2:8])=[O:7])#[N:4].O=[C:10]([CH3:17])[CH2:11][C:12](OCC)=[O:13].Cl, predict the reaction product. The product is: [OH:7][C:6]1[N:8]=[C:12]([OH:13])[CH:11]=[C:10]([CH3:17])[C:5]=1[C:3]#[N:4].